From a dataset of Reaction yield outcomes from USPTO patents with 853,638 reactions. Predict the reaction yield, written as a fraction of the theoretical maximum amount of product (1.0 means a 100% yield; for example, 0.34 means a 34% yield). (1) The reactants are [C:1]1(=O)[CH2:6][CH2:5][CH2:4][CH2:3][CH2:2]1.C[C:9]1[NH:10][C:11]2[C:16]([CH:17]=1)=[CH:15][CH:14]=[C:13]([C:18]([OH:20])=[O:19])[CH:12]=2.C[O-].[Na+]. The catalyst is CO. The product is [C:1]1([C:17]2[C:16]3[C:11](=[CH:12][C:13]([C:18]([OH:20])=[O:19])=[CH:14][CH:15]=3)[NH:10][CH:9]=2)[CH2:6][CH2:5][CH2:4][CH2:3][CH:2]=1. The yield is 0.975. (2) The reactants are C(OC([N:8]1[CH2:13][CH2:12][CH:11]([C:14]2O[C:16]([CH2:19][N:20]([CH2:22][C:23]3[CH:28]=[C:27]([Cl:29])[CH:26]=[CH:25][C:24]=3[NH2:30])[CH3:21])=[N:17][N:18]=2)[CH2:10][CH2:9]1)=O)(C)(C)C.C(O)(C(F)(F)F)=O. The catalyst is C1(C)C=CC=CC=1. The product is [Cl:29][C:27]1[CH:26]=[CH:25][C:24]2[N:30]3[C:16]([CH2:19][N:20]([CH3:21])[CH2:22][C:23]=2[CH:28]=1)=[N:17][N:18]=[C:14]3[CH:11]1[CH2:12][CH2:13][NH:8][CH2:9][CH2:10]1. The yield is 0.590. (3) The reactants are [C:1](=[O:4])([O-])[O-].[K+].[K+].[C:7]([O:11][C:12]([NH:14][CH2:15][C:16]1[C:17]([CH2:33][CH:34]([CH3:36])[CH3:35])=[N:18][C:19]([CH3:32])=[C:20]([C:24]=1[C:25]1[CH:30]=[CH:29][C:28]([CH3:31])=[CH:27][CH:26]=1)[C:21]([OH:23])=[O:22])=[O:13])([CH3:10])([CH3:9])[CH3:8].CN(C)[CH:39]=[O:40]. The catalyst is C(OCC)(=O)C. The product is [C:7]([O:11][C:12]([NH:14][CH2:15][C:16]1[C:17]([CH2:33][CH:34]([CH3:36])[CH3:35])=[N:18][C:19]([CH3:32])=[C:20]([C:24]=1[C:25]1[CH:30]=[CH:29][C:28]([CH3:31])=[CH:27][CH:26]=1)[C:21]([O:23][CH2:24][CH:25]1[CH2:30][CH2:29][CH:28]([C:1]([O:40][CH3:39])=[O:4])[CH2:27][CH2:26]1)=[O:22])=[O:13])([CH3:10])([CH3:9])[CH3:8]. The yield is 0.570. (4) The yield is 0.370. The reactants are C(OC([N:8]1[CH2:26][CH2:25][N:11]2[C:12](=[O:24])[C:13]3[C:18]([C@@H:10]2[CH2:9]1)=[CH:17][C:16]([Br:19])=[CH:15][C:14]=3[C:20]([F:23])([F:22])[F:21])=O)(C)(C)C.[ClH:27]. The product is [ClH:27].[Br:19][C:16]1[CH:17]=[C:18]2[C:13]([C:12](=[O:24])[N:11]3[CH2:25][CH2:26][NH:8][CH2:9][C@H:10]32)=[C:14]([C:20]([F:23])([F:22])[F:21])[CH:15]=1. The catalyst is C(OCC)C. (5) The reactants are [NH2:1][C:2]1[CH:7]=[CH:6][C:5]([CH:8]([C:13]([O:15][CH3:16])=[O:14])[C:9]([O:11][CH3:12])=[O:10])=[C:4]([F:17])[CH:3]=1.N1C=CC=CC=1.Cl[C:25]([O:27][C:28]1[CH:33]=[CH:32][CH:31]=[CH:30][CH:29]=1)=[O:26]. The catalyst is CC(C)=O. The product is [F:17][C:4]1[CH:3]=[C:2]([NH:1][C:25]([O:27][C:28]2[CH:33]=[CH:32][CH:31]=[CH:30][CH:29]=2)=[O:26])[CH:7]=[CH:6][C:5]=1[CH:8]([C:9]([O:11][CH3:12])=[O:10])[C:13]([O:15][CH3:16])=[O:14]. The yield is 0.780. (6) The reactants are Br[C:2]([F:9])([F:8])[C:3]([O:5][CH2:6][CH3:7])=[O:4].[O:10]1C[CH2:13][CH2:12][CH2:11]1.BrC(F)(F)C(OCC)=O.C(=O)CC.O1CCCC1.C(=O)CC. The catalyst is [Zn].O1CCCC1. The product is [CH2:6]([O:5][C:3](=[O:4])[C:2]([F:9])([F:8])[CH:11]([OH:10])[CH2:12][CH3:13])[CH3:7]. The yield is 0.600.